This data is from Reaction yield outcomes from USPTO patents with 853,638 reactions. The task is: Predict the reaction yield, written as a fraction of the theoretical maximum amount of product (1.0 means a 100% yield; for example, 0.34 means a 34% yield). (1) The product is [O:1]1[C:5]2[CH:6]=[CH:7][C:8]([N:10]3[C:18]4[C:17]5[CH:19]=[C:20]([NH:23][C:24](=[O:33])[C:25]6[C:30]([Cl:31])=[CH:29][N:28]=[C:27]([N:41]7[CH2:42][CH2:43][N:38]([CH3:37])[CH2:39][CH2:40]7)[CH:26]=6)[CH:21]=[CH:22][C:16]=5[CH2:15][CH2:14][C:13]=4[C:12]([C:34]([NH2:36])=[O:35])=[N:11]3)=[CH:9][C:4]=2[O:3][CH2:2]1. The yield is 0.460. The reactants are [O:1]1[C:5]2[CH:6]=[CH:7][C:8]([N:10]3[C:18]4[C:17]5[CH:19]=[C:20]([NH:23][C:24](=[O:33])[C:25]6[C:30]([Cl:31])=[CH:29][N:28]=[C:27](Cl)[CH:26]=6)[CH:21]=[CH:22][C:16]=5[CH2:15][CH2:14][C:13]=4[C:12]([C:34]([NH2:36])=[O:35])=[N:11]3)=[CH:9][C:4]=2[O:3][CH2:2]1.[CH3:37][N:38]1[CH2:43][CH2:42][NH:41][CH2:40][CH2:39]1. No catalyst specified. (2) The reactants are [CH3:1][N:2]([CH2:4][C:5]1[O:9][C:8]([C:10]2[CH:15]=[CH:14][CH:13]=[CH:12][C:11]=2[CH:16]([OH:21])[C:17]([F:20])([F:19])[F:18])=[CH:7][CH:6]=1)[CH3:3].[NH2:22][C:23]1[N:28]=[C:27](Cl)[CH:26]=[C:25]([Cl:30])[N:24]=1.C(=O)([O-])[O-].[Cs+].[Cs+].O1CCOCC1. The catalyst is C(OCC)(=O)C. The product is [Cl:30][C:25]1[CH:26]=[C:27]([O:21][CH:16]([C:11]2[CH:12]=[CH:13][CH:14]=[CH:15][C:10]=2[C:8]2[O:9][C:5]([CH2:4][N:2]([CH3:1])[CH3:3])=[CH:6][CH:7]=2)[C:17]([F:18])([F:20])[F:19])[N:28]=[C:23]([NH2:22])[N:24]=1. The yield is 0.870. (3) The reactants are [CH2:1]([N:4]1[C@H:9]([CH3:10])[CH2:8][N:7](C(OCC)=O)[C@@H:6]([CH3:16])[CH2:5]1)[CH:2]=[CH2:3].[OH-].[K+].C(=O)=O.C1(C)C=CC=CC=1. The catalyst is C(O)C. The product is [CH2:1]([N:4]1[CH2:5][C@@H:6]([CH3:16])[NH:7][CH2:8][C@@H:9]1[CH3:10])[CH:2]=[CH2:3]. The yield is 0.690. (4) The reactants are [Si:1]([O:8][C@H:9]([C@@H:11]([OH:18])/[CH:12]=[CH:13]/[CH2:14][CH2:15][CH2:16][CH3:17])[CH3:10])([C:4]([CH3:7])([CH3:6])[CH3:5])([CH3:3])[CH3:2].[C:19]([Si:23]([CH3:36])([CH3:35])[O:24][C@@H:25](/[CH:29]=[CH:30]/[CH2:31][CH2:32][CH2:33][CH3:34])[C@@H:26]([OH:28])[CH3:27])([CH3:22])([CH3:21])[CH3:20]. The catalyst is C(O)C.[Pd]. The product is [C:4]([Si:1]([CH3:3])([CH3:2])[O:8][C@H:9]([C@@H:11]([OH:18])[CH2:12][CH2:13][CH2:14][CH2:15][CH2:16][CH3:17])[CH3:10])([CH3:5])([CH3:6])[CH3:7].[Si:23]([O:24][C@@H:25]([CH2:29][CH2:30][CH2:31][CH2:32][CH2:33][CH3:34])[C@@H:26]([OH:28])[CH3:27])([C:19]([CH3:22])([CH3:21])[CH3:20])([CH3:36])[CH3:35]. The yield is 0.620. (5) The reactants are [N:1]1[CH:6]=[CH:5][CH:4]=[CH:3][C:2]=1[CH2:7][O:8][C:9]1[CH:14]=[CH:13][N+:12]([O-])=[CH:11][CH:10]=1.C(OC(=O)C)(=[O:18])C. No catalyst specified. The product is [N:1]1[CH:6]=[CH:5][CH:4]=[CH:3][C:2]=1[CH2:7][O:8][C:9]1[CH:14]=[CH:13][NH:12][C:11](=[O:18])[CH:10]=1. The yield is 0.210. (6) The reactants are C1(P(=[CH:20][C:21]([O:23][CH3:24])=[O:22])(C2C=CC=CC=2)C2C=CC=CC=2)C=CC=CC=1.O=[C:26]1[CH2:31][N:30]([C:32]([O:34][CH2:35][C:36]2[CH:41]=[CH:40][CH:39]=[CH:38][CH:37]=2)=[O:33])[C@H:29]([C:42]([O:44][CH2:45][C:46]2[CH:51]=[CH:50][CH:49]=[CH:48][CH:47]=2)=[O:43])[C@@H:28]([C:52]([O:54][C:55]([CH3:58])([CH3:57])[CH3:56])=[O:53])[CH2:27]1. The catalyst is C1(C)C=CC=CC=1. The product is [CH3:24][O:23][C:21](=[O:22])[CH:20]=[C:26]1[CH2:31][N:30]([C:32]([O:34][CH2:35][C:36]2[CH:41]=[CH:40][CH:39]=[CH:38][CH:37]=2)=[O:33])[C@H:29]([C:42]([O:44][CH2:45][C:46]2[CH:47]=[CH:48][CH:49]=[CH:50][CH:51]=2)=[O:43])[C@@H:28]([C:52]([O:54][C:55]([CH3:56])([CH3:57])[CH3:58])=[O:53])[CH2:27]1. The yield is 0.800.